From a dataset of Drug-target binding data from BindingDB using Ki measurements. Regression. Given a target protein amino acid sequence and a drug SMILES string, predict the binding affinity score between them. We predict pKi (pKi = -log10(Ki in M); higher means stronger inhibition). Dataset: bindingdb_ki. (1) The small molecule is NS(=O)(=O)c1ccc(/N=C2\C(=O)Nc3ccc(OC(F)(F)F)cc32)cc1. The target protein sequence is MTKDTIFTLTGKCALDNILDANRQWAQAMHRSQPQLFPTNGQGQDPHTLFIGCSDSRYNEDCLGVLPGEIFTLKTVANICHTDDHSLLATLEFAILNLKVNRIILCGHTDCGGIKTCLLGRESIKESCPHLYEHLDDIEDLVESHESELNQLDNICSKSKLMSHRNVERQLQRLLQIPVVQDALRNSNQDHEFNIFGLVYNVDSGLVDVVREVYGNQQK. The pKi is 7.3. (2) The drug is COc1ccc2c(c1)CC[C@@H]1CN(CCCCNC(=O)c3ccc4ccccc4c3)CCN21. The target protein (P25115) has sequence MLPPGRNRTAQPARLGLQRQLAQVDAPAGSATPLGPAQVVTAGLLTLLIVWTLLGNVLVCAAIVRSRHLRAKMTNIFIVSLAVSDLFVALLVMPWKAVAEVAGYWPFGTFCDIWVAFDIMCSTASILNLCIISVDRYWAISRPFRYERKMTQRVALVMVGLAWTLSILISFIPVQLNWHRDKAGSQGQEGLLSNGTPWEEGWELEGRTENCDSSLNRTYAISSSLISFYIPVAIMIVTYTRIYRIAQVQIRRISSLERAAEHAQSCRSRGAYEPDPSLRASIKKETKVFKTLSMIMGVFVCCWLPFFILNCMVPFCSSGDAEGPKTGFPCVSETTFDIFVWFGWANSSLNPIIYAFNADFRKVFAQLLGCSHFCFRTPVQTVNISNELISYNQDTVFHKEIATAYVHMIPNAVSSGDREVGEEEEEGPFDHMSQISPTTPDGDLAAESVWELDCEEEVSLGKISPLTPNCFDKTA. The pKi is 4.0. (3) The compound is NC(=O)[C@H](CCC(=O)O)NC(=O)[C@H](CCC(=O)O)NC(=O)CCc1noc(-c2ccccc2)n1. The target protein (P09238) has sequence MMHLAFLVLLCLPVCSAYPLSGAAKEEDSNKDLAQQYLEKYYNLEKDVKQFRRKDSNLIVKKIQGMQKFLGLEVTGKLDTDTLEVMRKPRCGVPDVGHFSSFPGMPKWRKTHLTYRIVNYTPDLPRDAVDSAIEKALKVWEEVTPLTFSRLYEGEADIMISFAVKEHGDFYSFDGPGHSLAHAYPPGPGLYGDIHFDDDEKWTEDASGTNLFLVAAHELGHSLGLFHSANTEALMYPLYNSFTELAQFRLSQDDVNGIQSLYGPPPASTEEPLVPTKSVPSGSEMPAKCDPALSFDAISTLRGEYLFFKDRYFWRRSHWNPEPEFHLISAFWPSLPSYLDAAYEVNSRDTVFIFKGNEFWAIRGNEVQAGYPRGIHTLGFPPTIRKIDAAVSDKEKKKTYFFAADKYWRFDENSQSMEQGFPRLIADDFPGVEPKVDAVLQAFGFFYFFSGSSQFEFDPNARMVTHILKSNSWLHC. The pKi is 5.3. (4) The compound is O=C(O)CC/C=C(\C(=O)O)[C@@H](O)C(=O)O. The target protein sequence is MAKYRICLIEGDGIGHEVIPAAKRVLEAAGFDAEYVHAEAGYEYFLDHGTSVPEATYDAVENTDATLFGAATSPSGEKPAGFFGAIRHLRQKYNLYANVRPTKTRPVPHSYENVDLVIVRENTQGLYVEQERRYGDTAIADTVITREASDRIGKFAADLAMKRSKRLTVVHKSNVLPVTQGLFMNTILDHTKTVEGLSTSTMIVDNAAMQLVRNPQQFDVMVMTNMFGDILSDLAAGLVGGLGIAASGNVGDQFGIFESVHGSAPDIAGQGISNPTATILAAVIMLDHLGDHETARRLDNAINKVLAEXPRTRDLGGTAGTQEFTEAVIKALA. The pKi is 3.6. (5) The small molecule is CCOc1cc(Cc2cnc(N)nc2N)cc(OCC)c1. The target protein sequence is MISLIAALAVDRVIGMENAMPWNLPADLAWFKRNTLNKPVVMGRHTWESIGRPLPGRKNIIISSQPGTDDRVQWVKSVDEAIAACGDAPEIMVIGGGRVYEQFLPKAQKLYLTHIDAEVEGDTHFPDYEPDDWESVFSEFHDADAQNSHSYCFEILERR. The pKi is 7.7. (6) The drug is Cc1cc([C@@H]2CCCN2C)on1. The target protein (P01138) has sequence MSMLFYTLITAFLIGIQAEPHSESNVPAGHTIPQAHWTKLQHSLDTALRRARSAPAAAIAARVAGQTRNITVDPRLFKKRRLRSPRVLFSTQPPREAADTQDLDFEVGGAAPFNRTHRSKRSSSHPIFHRGEFSVCDSVSVWVGDKTTATDIKGKEVMVLGEVNINNSVFKQYFFETKCRDPNPVDSGCRGIDSKHWNSYCTTTHTFVKALTMDGKQAAWRFIRIDTACVCVLSRKAVRRA. The pKi is 5.0. (7) The drug is CC(C)(C)NC(=O)[C@@H]1CN(Cc2cccnc2)CCN1C[C@@H](O)C[C@@H](Cc1ccccc1)C(=O)N[C@H]1c2ccccc2C[C@H]1O. The target protein sequence is PQVTLWQRPLVTIKIGGQLKEALLDTGADDTVLEEMSLPGRWKPKMLGGIGGFIKVRQYDQILIEICGHKAIGTVLVGPTPVNIIGRNLLTQIGCTLNF. The pKi is 8.2.